From a dataset of Forward reaction prediction with 1.9M reactions from USPTO patents (1976-2016). Predict the product of the given reaction. (1) Given the reactants CS(I)(C)(C)=O.[CH3:7][C:8]([O-:11])([CH3:10])[CH3:9].[K+].[Br:13][C:14]1[CH:33]=[CH:32][C:17]2[O:18]CC(=O)C3[S:25][C:24]([C:26]([O:28][CH2:29][CH3:30])=[O:27])=[N:23][C:22]=3[C:16]=2[CH:15]=1, predict the reaction product. The product is: [Br:13][C:14]1[CH:33]=[CH:32][C:17]2[O:18][CH2:7][C:8]3([C:10]4[S:25][C:24]([C:26]([O:28][CH2:29][CH3:30])=[O:27])=[N:23][C:22]=4[C:16]=2[CH:15]=1)[CH2:9][O:11]3. (2) Given the reactants [Br:1][C:2]1[CH:11]=[C:10]([Br:12])[C:9]([OH:13])=[C:8]2[C:3]=1[CH:4]=[CH:5][CH:6]=[N:7]2.Br[CH2:15][CH2:16][OH:17].CN(C)C=O, predict the reaction product. The product is: [Br:1][C:2]1[CH:11]=[C:10]([Br:12])[C:9]([O:13][CH2:15][CH2:16][OH:17])=[C:8]2[C:3]=1[CH:4]=[CH:5][CH:6]=[N:7]2. (3) Given the reactants Br[C:2]1[CH:3]=[C:4]2[C:9](=[CH:10][CH:11]=1)[N:8]=[CH:7][C:6]([C:12]([CH:14]1[CH2:16][CH2:15]1)=[O:13])=[C:5]2[NH:17][C@H:18]1[CH2:23][CH2:22][C@H:21]([NH:24][C:25](=[O:31])[O:26][C:27]([CH3:30])([CH3:29])[CH3:28])[CH2:20][CH2:19]1.[C:32]([C:34]1[S:38][C:37](B(O)O)=[CH:36][CH:35]=1)#[N:33], predict the reaction product. The product is: [C:32]([C:34]1[S:38][C:37]([C:2]2[CH:3]=[C:4]3[C:9](=[CH:10][CH:11]=2)[N:8]=[CH:7][C:6]([C:12]([CH:14]2[CH2:15][CH2:16]2)=[O:13])=[C:5]3[NH:17][C@H:18]2[CH2:23][CH2:22][C@H:21]([NH:24][C:25](=[O:31])[O:26][C:27]([CH3:29])([CH3:28])[CH3:30])[CH2:20][CH2:19]2)=[CH:36][CH:35]=1)#[N:33]. (4) Given the reactants [Si:1]([O:8][CH2:9][C@H:10]1[CH2:12][C@:11]1([CH2:19][OH:20])[C:13]1[CH:18]=[CH:17][CH:16]=[CH:15][N:14]=1)([C:4]([CH3:7])([CH3:6])[CH3:5])([CH3:3])[CH3:2].CCN(C(C)C)C(C)C.[CH3:30][S:31](Cl)(=[O:33])=[O:32], predict the reaction product. The product is: [CH3:30][S:31]([O:20][CH2:19][C@:11]1([C:13]2[CH:18]=[CH:17][CH:16]=[CH:15][N:14]=2)[CH2:12][C@@H:10]1[CH2:9][O:8][Si:1]([C:4]([CH3:7])([CH3:6])[CH3:5])([CH3:3])[CH3:2])(=[O:33])=[O:32].